This data is from Reaction yield outcomes from USPTO patents with 853,638 reactions. The task is: Predict the reaction yield, written as a fraction of the theoretical maximum amount of product (1.0 means a 100% yield; for example, 0.34 means a 34% yield). The product is [CH3:1][N:2]1[C:10]2[C:5](=[C:6]([NH:11][C:12]3[N:17]4[N:18]=[CH:19][C:20]([C:21]([NH:43][S:40]([CH2:38][CH3:39])(=[O:42])=[O:41])=[O:22])=[C:16]4[N:15]=[CH:14][C:13]=3[C:24]([N:26]3[CH2:27][CH2:28][CH:29]([C:32]4[CH:37]=[CH:36][CH:35]=[CH:34][CH:33]=4)[CH2:30][CH2:31]3)=[O:25])[CH:7]=[CH:8][CH:9]=2)[CH:4]=[CH:3]1. The yield is 0.440. The reactants are [CH3:1][N:2]1[C:10]2[C:5](=[C:6]([NH:11][C:12]3[N:17]4[N:18]=[CH:19][C:20]([C:21](O)=[O:22])=[C:16]4[N:15]=[CH:14][C:13]=3[C:24]([N:26]3[CH2:31][CH2:30][CH:29]([C:32]4[CH:37]=[CH:36][CH:35]=[CH:34][CH:33]=4)[CH2:28][CH2:27]3)=[O:25])[CH:7]=[CH:8][CH:9]=2)[CH:4]=[CH:3]1.[CH2:38]([S:40]([NH2:43])(=[O:42])=[O:41])[CH3:39]. No catalyst specified.